Predict the reaction yield, written as a fraction of the theoretical maximum amount of product (1.0 means a 100% yield; for example, 0.34 means a 34% yield). From a dataset of Reaction yield outcomes from USPTO patents with 853,638 reactions. (1) The reactants are [F:1][C:2]1[CH:17]=[CH:16][C:5]([O:6][C:7]2[S:11][C:10]3=[N:12][CH:13]=[C:14](I)[N:9]3[N:8]=2)=[CH:4][CH:3]=1.[C:18]([NH:21][C:22]1[CH:27]=[CH:26][C:25](B(O)O)=[CH:24][CH:23]=1)(=[O:20])[CH3:19].C(=O)([O-])[O-].[Cs+].[Cs+].O. The catalyst is O1CCOCC1.Cl[Pd](Cl)([P](C1C=CC=CC=1)(C1C=CC=CC=1)C1C=CC=CC=1)[P](C1C=CC=CC=1)(C1C=CC=CC=1)C1C=CC=CC=1.C(OCC)C. The product is [F:1][C:2]1[CH:17]=[CH:16][C:5]([O:6][C:7]2[S:11][C:10]3=[N:12][CH:13]=[C:14]([C:25]4[CH:26]=[CH:27][C:22]([NH:21][C:18](=[O:20])[CH3:19])=[CH:23][CH:24]=4)[N:9]3[N:8]=2)=[CH:4][CH:3]=1. The yield is 0.430. (2) The reactants are [NH:1]1[CH:5]=[C:4]([C:6]2[CH:11]=[C:10]([C:12]([NH2:14])=[O:13])[CH:9]=[CH:8][N:7]=2)[N:3]=[CH:2]1.[CH2:15]([O:17][C:18]1[CH:23]=[CH:22][CH:21]=[CH:20][C:19]=1[CH2:24][CH2:25]OS(C)(=O)=O)[CH3:16].C([O-])([O-])=O.[K+].[K+]. The catalyst is CN(C=O)C. The product is [CH2:15]([O:17][C:18]1[CH:23]=[CH:22][CH:21]=[CH:20][C:19]=1[CH2:24][CH2:25][N:1]1[CH:5]=[C:4]([C:6]2[CH:11]=[C:10]([C:12]([NH2:14])=[O:13])[CH:9]=[CH:8][N:7]=2)[N:3]=[CH:2]1)[CH3:16]. The yield is 0.530. (3) The product is [Cl:1][C:2]1[CH:3]=[C:4]([CH:8]=[CH:9][C:10]=1[F:11])[C:5]([NH:21][C:12]([CH3:14])([C:15]1[CH:20]=[CH:19][CH:18]=[CH:17][CH:16]=1)[CH3:13])=[O:6]. The yield is 0.970. The catalyst is ClCCl.CN(C1C=CN=CC=1)C. The reactants are [Cl:1][C:2]1[CH:3]=[C:4]([CH:8]=[CH:9][C:10]=1[F:11])[C:5](Cl)=[O:6].[C:12]([NH2:21])([C:15]1[CH:20]=[CH:19][CH:18]=[CH:17][CH:16]=1)([CH3:14])[CH3:13].C(N(CC)CC)C.